From a dataset of Peptide-MHC class I binding affinity with 185,985 pairs from IEDB/IMGT. Regression. Given a peptide amino acid sequence and an MHC pseudo amino acid sequence, predict their binding affinity value. This is MHC class I binding data. (1) The peptide sequence is DPPEPLVRI. The MHC is HLA-A02:12 with pseudo-sequence HLA-A02:12. The binding affinity (normalized) is 0.0847. (2) The peptide sequence is LLTACTIFY. The MHC is HLA-A02:01 with pseudo-sequence HLA-A02:01. The binding affinity (normalized) is 0.554. (3) The binding affinity (normalized) is 0. The MHC is HLA-B44:03 with pseudo-sequence HLA-B44:03. The peptide sequence is AVFKDSFLGK. (4) The peptide sequence is RMRRAEPAA. The MHC is HLA-B40:02 with pseudo-sequence HLA-B40:02. The binding affinity (normalized) is 0.602. (5) The peptide sequence is SWLITSGFR. The MHC is HLA-A03:01 with pseudo-sequence HLA-A03:01. The binding affinity (normalized) is 0.0847. (6) The peptide sequence is FHRKKTDAL. The MHC is HLA-A11:01 with pseudo-sequence HLA-A11:01. The binding affinity (normalized) is 0.0847.